The task is: Predict the reactants needed to synthesize the given product.. This data is from Full USPTO retrosynthesis dataset with 1.9M reactions from patents (1976-2016). (1) Given the product [OH:1][CH2:2][C@H:7]1[CH2:6][CH2:5][C@@H:4]([NH:3][C:9](=[O:10])[O:11][C:12]([CH3:14])([CH3:13])[CH3:15])[CH2:8]1, predict the reactants needed to synthesize it. The reactants are: [O:1]=[C:2]1[C@@H:7]2[CH2:8][C@@H:4]([CH2:5][CH2:6]2)[N:3]1[C:9]([O:11][C:12]([CH3:15])([CH3:14])[CH3:13])=[O:10].[BH4-].[Na+]. (2) Given the product [ClH:26].[Cl:26][C:27]1[CH:28]=[C:29]([S:34]([NH:1][C@H:2]2[CH2:3][CH2:4][C@@H:5]([NH:8][C:9]3[CH:14]=[C:13]([N:15]([CH3:17])[CH3:16])[C:12]([CH3:18])=[CH:11][N:10]=3)[CH2:6][CH2:7]2)(=[O:35])=[O:36])[CH:30]=[CH:31][C:32]=1[F:33], predict the reactants needed to synthesize it. The reactants are: [NH2:1][C@@H:2]1[CH2:7][CH2:6][C@H:5]([NH:8][C:9]2[CH:14]=[C:13]([N:15]([CH3:17])[CH3:16])[C:12]([CH3:18])=[CH:11][N:10]=2)[CH2:4][CH2:3]1.CCN(CC)CC.[Cl:26][C:27]1[CH:28]=[C:29]([S:34](Cl)(=[O:36])=[O:35])[CH:30]=[CH:31][C:32]=1[F:33].C([O-])(O)=O.[Na+]. (3) Given the product [Cl:16][C:17]1[S:21][C:20]([C:22]([NH:24][CH2:25][CH:26]([OH:27])[CH2:28][NH:1][C:2]2[CH:7]=[CH:6][C:5]([N:8]3[CH2:13][CH2:12][O:11][CH2:10][C:9]3=[O:14])=[C:4]([F:15])[CH:3]=2)=[O:23])=[CH:19][CH:18]=1, predict the reactants needed to synthesize it. The reactants are: [NH2:1][C:2]1[CH:7]=[CH:6][C:5]([N:8]2[CH2:13][CH2:12][O:11][CH2:10][C:9]2=[O:14])=[C:4]([F:15])[CH:3]=1.[Cl:16][C:17]1[S:21][C:20]([C:22]([NH:24][CH2:25][CH:26]2[CH2:28][O:27]2)=[O:23])=[CH:19][CH:18]=1.O. (4) The reactants are: [F:1][C:2]1([F:32])[CH2:7][CH2:6][N:5]([C:8]([C:10]2[NH:11][C:12]3[C:17]([CH:18]=2)=[CH:16][C:15]([C:19]([N:21]2[CH2:26][CH2:25][CH:24]([N:27]4[CH2:31][CH2:30][CH2:29][CH2:28]4)[CH2:23][CH2:22]2)=[O:20])=[CH:14][CH:13]=3)=[O:9])[CH2:4][CH2:3]1.[Cl:33][C:34]1[CH:35]=[C:36](B(O)O)[CH:37]=[CH:38][CH:39]=1.N1C=CC=CC=1. Given the product [Cl:33][C:34]1[CH:39]=[C:38]([N:11]2[C:12]3[C:17](=[CH:16][C:15]([C:19]([N:21]4[CH2:22][CH2:23][CH:24]([N:27]5[CH2:31][CH2:30][CH2:29][CH2:28]5)[CH2:25][CH2:26]4)=[O:20])=[CH:14][CH:13]=3)[CH:18]=[C:10]2[C:8]([N:5]2[CH2:6][CH2:7][C:2]([F:1])([F:32])[CH2:3][CH2:4]2)=[O:9])[CH:37]=[CH:36][CH:35]=1, predict the reactants needed to synthesize it.